Task: Predict the reactants needed to synthesize the given product.. Dataset: Full USPTO retrosynthesis dataset with 1.9M reactions from patents (1976-2016) (1) Given the product [Si:27]([O:22][C:20]1[CH:19]=[CH:18][C:3]([CH2:4][CH:5]2[CH2:9][CH2:8][N:7]([CH:10]3[CH2:11][CH2:12][C:13](=[O:16])[CH2:14][CH2:15]3)[C:6]2=[O:17])=[C:2]([Cl:1])[CH:21]=1)([C:23]([CH3:26])([CH3:25])[CH3:24])([C:34]1[CH:35]=[CH:36][CH:37]=[CH:38][CH:39]=1)[C:28]1[CH:33]=[CH:32][CH:31]=[CH:30][CH:29]=1, predict the reactants needed to synthesize it. The reactants are: [Cl:1][C:2]1[CH:21]=[C:20]([OH:22])[CH:19]=[CH:18][C:3]=1[CH2:4][CH:5]1[CH2:9][CH2:8][N:7]([CH:10]2[CH2:15][CH2:14][C:13](=[O:16])[CH2:12][CH2:11]2)[C:6]1=[O:17].[C:23]([Si:27](Cl)([C:34]1[CH:39]=[CH:38][CH:37]=[CH:36][CH:35]=1)[C:28]1[CH:33]=[CH:32][CH:31]=[CH:30][CH:29]=1)([CH3:26])([CH3:25])[CH3:24].N1C=CN=C1.O. (2) Given the product [CH2:8]([O:9][CH:3]1[CH:4]2[CH2:7][CH:1]([CH2:6][CH2:5]2)[CH:2]1[C:8]([OH:10])=[O:9])[CH:2]([CH3:3])[CH3:1], predict the reactants needed to synthesize it. The reactants are: [C:1]123C(=O)[O:10][C:8](=[O:9])[CH:2]1[CH2:3][CH:4]([CH2:7]2)[CH2:5][CH2:6]3. (3) Given the product [C:1]1(=[O:14])[C:13]2[C:5]([C:6]3[C:11]([CH:12]=2)=[CH:10][CH:9]=[CH:8][CH:7]=3)=[CH:4][CH:3]=[CH:2]1.[C:26]1([OH:30])[C:27]2[CH2:28][C:13]3[C:5](=[CH:4][CH:3]=[CH:2][CH:1]=3)[C:6]=2[CH:7]=[CH:8][CH:9]=1, predict the reactants needed to synthesize it. The reactants are: [CH:1]1[C:13]2[CH2:12][C:11]3[C:6](=[CH:7][CH:8]=[CH:9][CH:10]=3)[C:5]=2[CH:4]=[CH:3][CH:2]=1.[OH:14]N1C(=O)N(O)C(=O)N(O)C1=O.[C:26]([OH:30])(=O)[CH2:27][CH3:28].O=O. (4) Given the product [C:1]([O:5][C:6](=[O:15])[NH:7][CH2:8][CH:9]1[CH2:10][CH2:11][N:12]([S:23]([C:20]2[CH:21]=[CH:22][C:17]([NH2:30])=[CH:18][CH:19]=2)(=[O:25])=[O:24])[CH2:13][CH2:14]1)([CH3:4])([CH3:2])[CH3:3], predict the reactants needed to synthesize it. The reactants are: [C:1]([O:5][C:6](=[O:15])[NH:7][CH2:8][CH:9]1[CH2:14][CH2:13][NH:12][CH2:11][CH2:10]1)([CH3:4])([CH3:3])[CH3:2].F[C:17]1[CH:22]=[CH:21][C:20]([S:23](Cl)(=[O:25])=[O:24])=[CH:19][CH:18]=1.C([N:30](C(C)C)CC)(C)C. (5) Given the product [C:2]1([C:8](=[N:15][CH2:16][C:17]2([C:30]([O:32][CH2:33][CH3:34])=[O:31])[CH2:22][CH2:21][NH:20][CH2:19][CH2:18]2)[C:9]2[CH:14]=[CH:13][CH:12]=[CH:11][CH:10]=2)[CH:7]=[CH:6][CH:5]=[CH:4][CH:3]=1, predict the reactants needed to synthesize it. The reactants are: Cl.[C:2]1([C:8](=[N:15][CH2:16][C:17]2([C:30]([O:32][CH2:33][CH3:34])=[O:31])[CH2:22][CH2:21][N:20](C(OC(C)(C)C)=O)[CH2:19][CH2:18]2)[C:9]2[CH:14]=[CH:13][CH:12]=[CH:11][CH:10]=2)[CH:7]=[CH:6][CH:5]=[CH:4][CH:3]=1. (6) Given the product [SH:16][C:4]1[CH:3]=[C:2]([CH3:1])[CH:11]=[CH:10][C:5]=1[C:6]([OH:8])=[O:7], predict the reactants needed to synthesize it. The reactants are: [CH3:1][C:2]1[CH:3]=[C:4](O)[C:5](=[CH:10][CH:11]=1)[C:6]([O:8]C)=[O:7].CN(C)C(Cl)=[S:16].N12CCN(CC1)CC2.O. (7) Given the product [F:13][C:14]1[C:22]([O:23][CH3:24])=[C:21]([F:25])[CH:20]=[C:19]2[C:15]=1[C:16]([CH2:27][C:28]([O:30][CH2:34][CH2:33][Si:32]([CH3:37])([CH3:36])[CH3:31])=[O:29])=[C:17]([CH3:26])[NH:18]2, predict the reactants needed to synthesize it. The reactants are: Cl.CN(C)CCCN=C=NCC.[F:13][C:14]1[C:22]([O:23][CH3:24])=[C:21]([F:25])[CH:20]=[C:19]2[C:15]=1[C:16]([CH2:27][C:28]([OH:30])=[O:29])=[C:17]([CH3:26])[NH:18]2.[CH3:31][Si:32]([CH3:37])([CH3:36])[CH2:33][CH2:34]O.